Dataset: Catalyst prediction with 721,799 reactions and 888 catalyst types from USPTO. Task: Predict which catalyst facilitates the given reaction. Reactant: [Br:1][C:2]1[N:3]([C@H:19]2[C@H:26]3[C@H:22]([O:23]C(C)(C)[O:25]3)[C@@H:21]([CH2:29][O:30][Si](C(C)(C)C)(C)C)[O:20]2)[C:4]2[C:9]([N:10]=1)=[C:8](/[CH:11]=[CH:12]/[C:13]1[CH:18]=[CH:17][CH:16]=[CH:15][CH:14]=1)[N:7]=[CH:6][N:5]=2. Product: [Br:1][C:2]1[N:3]([C@H:19]2[C@H:26]([OH:25])[C@H:22]([OH:23])[C@@H:21]([CH2:29][OH:30])[O:20]2)[C:4]2[C:9]([N:10]=1)=[C:8](/[CH:11]=[CH:12]/[C:13]1[CH:14]=[CH:15][CH:16]=[CH:17][CH:18]=1)[N:7]=[CH:6][N:5]=2. The catalyst class is: 574.